The task is: Predict the product of the given reaction.. This data is from Forward reaction prediction with 1.9M reactions from USPTO patents (1976-2016). (1) Given the reactants [F:1][C:2]([F:35])([F:34])[C:3]1[CH:4]=[C:5]([CH:27]=[C:28]([C:30]([F:33])([F:32])[F:31])[CH:29]=1)[C:6]([N:8]1[CH2:13][CH2:12][CH:11]([N:14]2[CH2:19][CH2:18][NH:17][CH2:16][CH2:15]2)[CH2:10][CH:9]1[CH2:20][C:21]1[CH:26]=[CH:25][CH:24]=[CH:23][CH:22]=1)=[O:7].[O:36]1[CH2:38][CH:37]1[C:39]1[CH:44]=[CH:43][CH:42]=[CH:41][CH:40]=1, predict the reaction product. The product is: [F:35][C:2]([F:34])([F:1])[C:3]1[CH:4]=[C:5]([CH:27]=[C:28]([C:30]([F:33])([F:31])[F:32])[CH:29]=1)[C:6]([N:8]1[CH2:13][CH2:12][C@H:11]([N:14]2[CH2:15][CH2:16][N:17]([CH2:38][CH:37]([OH:36])[C:39]3[CH:44]=[CH:43][CH:42]=[CH:41][CH:40]=3)[CH2:18][CH2:19]2)[CH2:10][C@@H:9]1[CH2:20][C:21]1[CH:26]=[CH:25][CH:24]=[CH:23][CH:22]=1)=[O:7].[F:35][C:2]([F:34])([F:1])[C:3]1[CH:4]=[C:5]([CH:27]=[C:28]([C:30]([F:33])([F:31])[F:32])[CH:29]=1)[C:6]([N:8]1[CH2:13][CH2:12][C@H:11]([N:14]2[CH2:15][CH2:16][N:17]([CH:37]([C:39]3[CH:44]=[CH:43][CH:42]=[CH:41][CH:40]=3)[CH2:38][OH:36])[CH2:18][CH2:19]2)[CH2:10][C@@H:9]1[CH2:20][C:21]1[CH:26]=[CH:25][CH:24]=[CH:23][CH:22]=1)=[O:7]. (2) Given the reactants [Cl:1][C:2]1[C:11]2[C:6](=[CH:7][CH:8]=[CH:9][CH:10]=2)[C:5]([N:12]2[CH2:17][CH2:16][CH:15]([N:18]([CH3:31])[C:19](=[O:30])[C:20]3[CH:25]=[CH:24][CH:23]=[CH:22][C:21]=3[C:26]([F:29])([F:28])[F:27])[CH2:14][CH2:13]2)=[N:4][N:3]=1.[F:32][C:33]([F:44])([F:43])[C:34]1[CH:39]=[CH:38][C:37](B(O)O)=[CH:36][CH:35]=1.C(=O)([O-])[O-].[Cs+].[Cs+].O1CCOCC1, predict the reaction product. The product is: [ClH:1].[CH3:31][N:18]([CH:15]1[CH2:16][CH2:17][N:12]([C:5]2[C:6]3[C:11](=[CH:10][CH:9]=[CH:8][CH:7]=3)[C:2]([C:37]3[CH:38]=[CH:39][C:34]([C:33]([F:44])([F:43])[F:32])=[CH:35][CH:36]=3)=[N:3][N:4]=2)[CH2:13][CH2:14]1)[C:19](=[O:30])[C:20]1[CH:25]=[CH:24][CH:23]=[CH:22][C:21]=1[C:26]([F:29])([F:28])[F:27]. (3) The product is: [F:8][C:2]([F:9])([CH2:12][CH2:11][C:10]([O:14][CH2:15][CH3:16])=[O:13])[C:3]([O:5][CH2:6][CH3:7])=[O:4]. Given the reactants Br[C:2]([F:9])([F:8])[C:3]([O:5][CH2:6][CH3:7])=[O:4].[C:10]([O:14][CH2:15][CH3:16])(=[O:13])[CH:11]=[CH2:12].CN(CCN(C)C)C.[Cl-].[NH4+], predict the reaction product. (4) Given the reactants C(OC(=O)[NH:10][C@H:11]1[CH2:16][CH2:15][C@@H:14]([NH:17][C:18]([O:20][C:21]([CH3:24])([CH3:23])[CH3:22])=[O:19])[CH2:13][C@H:12]1[CH2:25][S:26]([C:29]1[CH:34]=[CH:33][CH:32]=[CH:31][CH:30]=1)(=[O:28])=[O:27])C1C=CC=CC=1.[H][H], predict the reaction product. The product is: [C:21]([O:20][C:18](=[O:19])[NH:17][C@@H:14]1[CH2:15][CH2:16][C@H:11]([NH2:10])[C@H:12]([CH2:25][S:26]([C:29]2[CH:34]=[CH:33][CH:32]=[CH:31][CH:30]=2)(=[O:28])=[O:27])[CH2:13]1)([CH3:24])([CH3:22])[CH3:23]. (5) Given the reactants C(C1C=C(C=O)C(O)=C(C2C=CC(OC(F)(F)F)=CC=2)C=1)(C)(C)C.Br[C:26]1[C:27]([OH:38])=[C:28]([CH:31]=[C:32]([C:34]([CH3:37])([CH3:36])[CH3:35])[CH:33]=1)[CH:29]=[O:30].[Cl:39][C:40]1[CH:45]=[CH:44][C:43](B(O)O)=[CH:42][C:41]=1[C:49]([F:52])([F:51])[F:50], predict the reaction product. The product is: [C:34]([C:32]1[CH:31]=[C:28]([CH:29]=[O:30])[C:27]([OH:38])=[C:26]([C:43]2[CH:44]=[CH:45][C:40]([Cl:39])=[C:41]([C:49]([F:52])([F:51])[F:50])[CH:42]=2)[CH:33]=1)([CH3:37])([CH3:36])[CH3:35]. (6) Given the reactants [C:1](=[O:6])([O:4][CH3:5])OC.[H-].[Na+].[C:9]([C:13]1[CH:18]=[CH:17][C:16]([C:19](=[O:21])[CH3:20])=[CH:15][CH:14]=1)([CH3:12])([CH3:11])[CH3:10], predict the reaction product. The product is: [C:9]([C:13]1[CH:14]=[CH:15][C:16]([C:19](=[O:21])[CH2:20][C:1]([O:4][CH3:5])=[O:6])=[CH:17][CH:18]=1)([CH3:12])([CH3:10])[CH3:11]. (7) Given the reactants C([SiH](CC)CC)C.[Cl:8][C:9]1[CH:27]=[C:26]([Cl:28])[C:25]([O:29]CC2C=CC(OC)=CC=2)=[CH:24][C:10]=1[O:11][C:12]1[N:16]([CH3:17])[N:15]=[C:14]([CH3:18])[C:13]=1[CH:19](O)[CH:20]([CH3:22])[CH3:21], predict the reaction product. The product is: [Cl:28][C:26]1[CH:27]=[C:9]([Cl:8])[C:10]([O:11][C:12]2[N:16]([CH3:17])[N:15]=[C:14]([CH3:18])[C:13]=2[CH2:19][CH:20]([CH3:21])[CH3:22])=[CH:24][C:25]=1[OH:29]. (8) Given the reactants [CH:1]12[CH:7]([NH:8][C:9]3[CH:14]=[CH:13][C:12]([C:15]4[C:16]([NH2:20])=[N:17][O:18][N:19]=4)=[CH:11][CH:10]=3)[CH:4]([CH2:5][CH2:6]1)[CH2:3][NH:2]2.[CH3:21][C:22]1[CH:29]=[CH:28][C:25]([CH:26]=O)=[CH:24][CH:23]=1, predict the reaction product. The product is: [CH3:21][C:22]1[CH:29]=[CH:28][C:25]([CH2:26][N:2]2[CH2:3][CH:4]3[CH:7]([NH:8][C:9]4[CH:14]=[CH:13][C:12]([C:15]5[C:16]([NH2:20])=[N:17][O:18][N:19]=5)=[CH:11][CH:10]=4)[CH:1]2[CH2:6][CH2:5]3)=[CH:24][CH:23]=1. (9) Given the reactants [Cl:1][C:2]1[CH:3]=[C:4]([C:9]2[CH:10]=[C:11]3[C:16](=[CH:17][CH:18]=2)[CH:15]=[C:14]([OH:19])[CH:13]=[CH:12]3)[CH:5]=[CH:6][C:7]=1[OH:8].C1C(=O)N([Cl:27])C(=O)C1, predict the reaction product. The product is: [Cl:27][C:15]1[C:16]2[C:11](=[CH:10][C:9]([C:4]3[CH:5]=[CH:6][C:7]([OH:8])=[C:2]([Cl:1])[CH:3]=3)=[CH:18][CH:17]=2)[CH:12]=[CH:13][C:14]=1[OH:19].